Dataset: Catalyst prediction with 721,799 reactions and 888 catalyst types from USPTO. Task: Predict which catalyst facilitates the given reaction. (1) The catalyst class is: 19. Reactant: [C:1]([O:5][C@@H:6]([C:10]1[C:34]([CH3:35])=[N:33][C:32]2=[CH:36][C:29]3=[N:30][N:31]2[C:11]=1[N:12]1[CH2:38][CH2:37][C:15]([CH3:39])([O:16][CH2:17][CH:18]=[CH:19][C:20]2[CH:21]=[CH:22][CH:23]=[CH:24][C:25]=2[CH2:26][CH:27]=[CH:28]3)[CH2:14][CH2:13]1)[C:7]([OH:9])=[O:8])([CH3:4])([CH3:3])[CH3:2].C(N(CC)CC)C. Product: [C:1]([O:5][C@@H:6]([C:10]1[C:34]([CH3:35])=[N:33][C:32]2=[CH:36][C:29]3=[N:30][N:31]2[C:11]=1[N:12]1[CH2:13][CH2:14][C:15]([CH3:39])([O:16][CH2:17][CH2:18][CH2:19][C:20]2[CH:21]=[CH:22][CH:23]=[CH:24][C:25]=2[CH2:26][CH2:27][CH2:28]3)[CH2:37][CH2:38]1)[C:7]([OH:9])=[O:8])([CH3:4])([CH3:2])[CH3:3]. (2) The catalyst class is: 3. Product: [OH:14][C:15]([C:30]1[S:31][CH:32]=[CH:33][CH:34]=1)([C:35]1[S:36][CH:37]=[CH:38][CH:39]=1)[C:16]([O:18][C@H:19]1[CH2:20][CH2:21][C@H:22]([N:25]([CH2:27][CH2:28][NH:29][C:9](=[O:11])[CH2:8][O:7][C:6]2[CH:5]=[CH:4][C:3]([CH2:2][OH:1])=[CH:13][CH:12]=2)[CH3:26])[CH2:23][CH2:24]1)=[O:17]. Reactant: [OH:1][CH2:2][C:3]1[CH:13]=[CH:12][C:6]([O:7][CH2:8][C:9]([OH:11])=O)=[CH:5][CH:4]=1.[OH:14][C:15]([C:35]1[S:36][CH:37]=[CH:38][CH:39]=1)([C:30]1[S:31][CH:32]=[CH:33][CH:34]=1)[C:16]([O:18][C@H:19]1[CH2:24][CH2:23][C@H:22]([N:25]([CH2:27][CH2:28][NH2:29])[CH3:26])[CH2:21][CH2:20]1)=[O:17].CN(C(ON1N=NC2C=CC=CC1=2)=[N+](C)C)C.F[P-](F)(F)(F)(F)F.CCN(C(C)C)C(C)C.